From a dataset of Forward reaction prediction with 1.9M reactions from USPTO patents (1976-2016). Predict the product of the given reaction. (1) Given the reactants [Cl:1][C:2]1[CH:10]=[C:6]([C:7]([OH:9])=O)[C:5]([OH:11])=[CH:4][CH:3]=1.[NH2:12][C:13]1[CH:18]=[CH:17][CH:16]=[C:15]([CH3:19])[CH:14]=1.O(CC)P(OP(OCC)OCC)OCC, predict the reaction product. The product is: [Cl:1][C:2]1[CH:3]=[CH:4][C:5]([OH:11])=[C:6]([CH:10]=1)[C:7]([NH:12][C:13]1[CH:18]=[CH:17][CH:16]=[C:15]([CH3:19])[CH:14]=1)=[O:9]. (2) Given the reactants [NH:1]1[CH2:6][CH2:5][CH2:4][C@H:3]([NH:7][C:8](=[O:14])[O:9][C:10]([CH3:13])([CH3:12])[CH3:11])[CH2:2]1.[NH2:15][C:16]1[C:17](Cl)=[N:18][CH:19]=[N:20][CH:21]=1.C([O-])([O-])=O.[Cs+].[Cs+], predict the reaction product. The product is: [NH2:15][C:16]1[C:17]([N:1]2[CH2:6][CH2:5][CH2:4][C@H:3]([NH:7][C:8](=[O:14])[O:9][C:10]([CH3:11])([CH3:13])[CH3:12])[CH2:2]2)=[N:18][CH:19]=[N:20][CH:21]=1. (3) Given the reactants [Cl:1][C:2]1[CH:10]=[CH:9][C:8]([Br:11])=[CH:7][C:3]=1[C:4]([OH:6])=O.CCN=C=NCCCN(C)C.C1C=CC2N(O)N=NC=2C=1.[Cl:33][C:34]1[CH:39]=[CH:38][CH:37]=[CH:36][C:35]=1[CH2:40][CH2:41][NH2:42].C(N(CC)CC)C, predict the reaction product. The product is: [Br:11][C:8]1[CH:9]=[CH:10][C:2]([Cl:1])=[C:3]([CH:7]=1)[C:4]([NH:42][CH2:41][CH2:40][C:35]1[CH:36]=[CH:37][CH:38]=[CH:39][C:34]=1[Cl:33])=[O:6]. (4) Given the reactants [NH2:1][C:2]1[CH:3]=[C:4]([CH:21]=[CH:22][CH:23]=1)[O:5][C:6]1[CH:7]=[CH:8][C:9]2[N:10]([CH:12]=[C:13]([NH:15][C:16]([CH:18]3[CH2:20][CH2:19]3)=[O:17])[N:14]=2)[N:11]=1.[OH:24][C:25]([CH3:31])([CH3:30])[CH2:26][C:27](O)=[O:28].Cl.CN(C)CCCN=C=NCC.ON1C2C=CC=CC=2N=N1.C(N(CC)CC)C, predict the reaction product. The product is: [OH:24][C:25]([CH3:31])([CH3:30])[CH2:26][C:27]([NH:1][C:2]1[CH:3]=[C:4]([CH:21]=[CH:22][CH:23]=1)[O:5][C:6]1[CH:7]=[CH:8][C:9]2[N:10]([CH:12]=[C:13]([NH:15][C:16]([CH:18]3[CH2:20][CH2:19]3)=[O:17])[N:14]=2)[N:11]=1)=[O:28].